This data is from Reaction yield outcomes from USPTO patents with 853,638 reactions. The task is: Predict the reaction yield, written as a fraction of the theoretical maximum amount of product (1.0 means a 100% yield; for example, 0.34 means a 34% yield). The reactants are [Cl:1][C:2]1[CH:3]=[C:4]([C:8]2[N:12]=[C:11]([CH2:13][N:14]([CH3:20])[C:15](=[N:18][CH3:19])SC)[O:10][N:9]=2)[CH:5]=[CH:6][CH:7]=1.[C:21]([NH:29][NH2:30])(=O)[C:22]1[CH:27]=[CH:26][N:25]=[CH:24][CH:23]=1. The catalyst is C(O)C.C(Cl)Cl. The product is [Cl:1][C:2]1[CH:3]=[C:4]([C:8]2[N:12]=[C:11]([CH2:13][N:14]([CH3:20])[C:15]3[N:18]([CH3:19])[C:21]([C:22]4[CH:27]=[CH:26][N:25]=[CH:24][CH:23]=4)=[N:29][N:30]=3)[O:10][N:9]=2)[CH:5]=[CH:6][CH:7]=1. The yield is 0.400.